Predict the product of the given reaction. From a dataset of Forward reaction prediction with 1.9M reactions from USPTO patents (1976-2016). (1) The product is: [Cl:23][C:24]1[CH:25]=[C:26]([O:31][C:13]2[C:12]([F:16])=[CH:11][C:3]([C:4]([O:6][C:7]([CH3:10])([CH3:9])[CH3:8])=[O:5])=[C:2]([F:1])[CH:14]=2)[CH:27]=[N:28][C:29]=1[F:30]. Given the reactants [F:1][C:2]1[CH:14]=[C:13](F)[C:12]([F:16])=[CH:11][C:3]=1[C:4]([O:6][C:7]([CH3:10])([CH3:9])[CH3:8])=[O:5].C(=O)([O-])[O-].[K+].[K+].[Cl:23][C:24]1[CH:25]=[C:26]([OH:31])[CH:27]=[N:28][C:29]=1[F:30].O, predict the reaction product. (2) Given the reactants [CH3:1][C:2]1[CH:7]=[CH:6][C:5]([C:8]2[CH:13]=[C:12]([O:14][CH:15]3[CH2:19][CH2:18][O:17][CH2:16]3)[CH:11]=[C:10]([C:20]([O:22]C)=[O:21])[CH:9]=2)=[CH:4][CH:3]=1.[OH-].[Li+].OS(O)(=O)=O, predict the reaction product. The product is: [CH3:1][C:2]1[CH:3]=[CH:4][C:5]([C:8]2[CH:13]=[C:12]([O:14][CH:15]3[CH2:19][CH2:18][O:17][CH2:16]3)[CH:11]=[C:10]([C:20]([OH:22])=[O:21])[CH:9]=2)=[CH:6][CH:7]=1.